This data is from Full USPTO retrosynthesis dataset with 1.9M reactions from patents (1976-2016). The task is: Predict the reactants needed to synthesize the given product. The reactants are: [NH2:1][C:2]1[C:3]2[CH:11]=[N:10][N:9]([C:12]3[CH:17]=[CH:16][CH:15]=[CH:14][CH:13]=3)[C:4]=2[NH:5][C:6](=[O:8])[CH:7]=1.C(=O)([O-])[O-].[Cs+].[Cs+].Cl.Cl[CH2:26][C:27]1[N:28]([CH3:32])[N:29]=[CH:30][N:31]=1. Given the product [CH3:32][N:28]1[C:27]([CH2:26][O:8][C:6]2[N:5]=[C:4]3[N:9]([C:12]4[CH:13]=[CH:14][CH:15]=[CH:16][CH:17]=4)[N:10]=[CH:11][C:3]3=[C:2]([NH2:1])[CH:7]=2)=[N:31][CH:30]=[N:29]1, predict the reactants needed to synthesize it.